Dataset: Full USPTO retrosynthesis dataset with 1.9M reactions from patents (1976-2016). Task: Predict the reactants needed to synthesize the given product. (1) Given the product [CH2:33]([O:32][CH2:31][C@H:13]([NH:12][C:9](=[O:11])[CH2:8][C:6]1[N:7]=[C:3]([CH3:2])[NH:4][CH:5]=1)[C:14]([NH:16][C:17]1[CH:22]=[CH:21][C:20]([O:23][C:24]2[CH:29]=[CH:28][C:27]([F:30])=[CH:26][CH:25]=2)=[CH:19][CH:18]=1)=[O:15])[C:34]1[CH:39]=[CH:38][CH:37]=[CH:36][CH:35]=1, predict the reactants needed to synthesize it. The reactants are: Cl.[CH3:2][C:3]1[NH:4][CH:5]=[C:6]([CH2:8][C:9]([OH:11])=O)[N:7]=1.[NH2:12][C@@H:13]([CH2:31][O:32][CH2:33][C:34]1[CH:39]=[CH:38][CH:37]=[CH:36][CH:35]=1)[C:14]([NH:16][C:17]1[CH:22]=[CH:21][C:20]([O:23][C:24]2[CH:29]=[CH:28][C:27]([F:30])=[CH:26][CH:25]=2)=[CH:19][CH:18]=1)=[O:15]. (2) Given the product [F:1][C:2]1[CH:3]=[C:4]([N:5]([C:6]2[CH:11]=[CH:10][CH:9]=[CH:8][CH:7]=2)[C:16]([Cl:15])=[O:18])[CH:12]=[CH:13][CH:14]=1, predict the reactants needed to synthesize it. The reactants are: [F:1][C:2]1[CH:3]=[C:4]([CH:12]=[CH:13][CH:14]=1)[NH:5][C:6]1[CH:11]=[CH:10][CH:9]=[CH:8][CH:7]=1.[Cl:15][C:16](Cl)([O:18]C(=O)OC(Cl)(Cl)Cl)Cl.N1C=CC=CC=1.